This data is from Reaction yield outcomes from USPTO patents with 853,638 reactions. The task is: Predict the reaction yield, written as a fraction of the theoretical maximum amount of product (1.0 means a 100% yield; for example, 0.34 means a 34% yield). (1) The product is [F:22][C:23]1[CH:31]=[CH:30][C:26]([C:27]2[O:15][N:14]=[C:12]([C:11]3[CH:16]=[CH:17][C:8]([N:5]4[CH2:6][CH2:7][CH:2]([F:1])[CH2:3][CH2:4]4)=[C:9]([C:18]([F:21])([F:19])[F:20])[CH:10]=3)[N:13]=2)=[CH:25][CH:24]=1. The catalyst is C1(C)C=CC=CC=1. The reactants are [F:1][CH:2]1[CH2:7][CH2:6][N:5]([C:8]2[CH:17]=[CH:16][C:11]([C:12](=[N:14][OH:15])[NH2:13])=[CH:10][C:9]=2[C:18]([F:21])([F:20])[F:19])[CH2:4][CH2:3]1.[F:22][C:23]1[CH:31]=[CH:30][C:26]([C:27](Cl)=O)=[CH:25][CH:24]=1.N1C=CC=CC=1. The yield is 0.690. (2) The reactants are C(O[C:6]([N:8]([C:10]1[N:15]=[C:14]([CH2:16][CH2:17][O:18][C:19]2[CH:24]=[CH:23][C:22]([CH2:25][CH:26]([C:32]3[S:33][CH:34]=[CH:35][CH:36]=3)[CH2:27][C:28]([O:30]C)=[O:29])=[CH:21][CH:20]=2)[CH:13]=[CH:12][CH:11]=1)C)=O)(C)(C)C.Cl.O1CCOCC1.[OH-].[Na+].Cl. The catalyst is C1COCC1. The product is [CH3:6][NH:8][C:10]1[N:15]=[C:14]([CH2:16][CH2:17][O:18][C:19]2[CH:24]=[CH:23][C:22]([CH2:25][CH:26]([C:32]3[S:33][CH:34]=[CH:35][CH:36]=3)[CH2:27][C:28]([OH:30])=[O:29])=[CH:21][CH:20]=2)[CH:13]=[CH:12][CH:11]=1. The yield is 0.830. (3) The reactants are C(OC(=O)[NH:7][CH2:8][CH2:9][C:10]1[CH:15]=[CH:14][C:13]([O:16][C:17]2[C:22]([C:23](=[O:25])[NH2:24])=[CH:21][CH:20]=[CH:19][N:18]=2)=[CH:12][CH:11]=1)(C)(C)C.C(O)(C(F)(F)F)=O. The catalyst is ClCCl. The product is [NH2:7][CH2:8][CH2:9][C:10]1[CH:11]=[CH:12][C:13]([O:16][C:17]2[N:18]=[CH:19][CH:20]=[CH:21][C:22]=2[C:23]([NH2:24])=[O:25])=[CH:14][CH:15]=1. The yield is 1.00. (4) The reactants are C(Cl)(=O)C(Cl)=O.[CH3:7][C:8]1[CH:16]=[C:15](/[CH:17]=[CH:18]/[C:19]([F:22])([F:21])[F:20])[CH:14]=[CH:13][C:9]=1[C:10]([OH:12])=O.C(N(CC)CC)C.[C:30]([O:36][CH2:37][C:38]1[S:39][C:40]2[C:45]([N:46]=1)=[CH:44][C:43]([NH2:47])=[CH:42][N:41]=2)(=[O:35])[C:31]([CH3:34])([CH3:33])[CH3:32]. The catalyst is C(Cl)Cl.CN(C=O)C.C1COCC1. The product is [C:30]([O:36][CH2:37][C:38]1[S:39][C:40]2[C:45]([N:46]=1)=[CH:44][C:43]([NH:47][C:10](=[O:12])[C:9]1[CH:13]=[CH:14][C:15](/[CH:17]=[CH:18]/[C:19]([F:22])([F:21])[F:20])=[CH:16][C:8]=1[CH3:7])=[CH:42][N:41]=2)(=[O:35])[C:31]([CH3:34])([CH3:33])[CH3:32]. The yield is 0.850.